Task: Regression/Classification. Given a drug SMILES string, predict its absorption, distribution, metabolism, or excretion properties. Task type varies by dataset: regression for continuous measurements (e.g., permeability, clearance, half-life) or binary classification for categorical outcomes (e.g., BBB penetration, CYP inhibition). Dataset: cyp1a2_veith.. Dataset: CYP1A2 inhibition data for predicting drug metabolism from PubChem BioAssay (1) The molecule is COc1ccccc1-c1ccc2ncnc(NCCN3CCOCC3)c2c1. The result is 1 (inhibitor). (2) The molecule is COc1ccc(-n2c(C)n[nH]c2=O)cc1OC. The result is 0 (non-inhibitor). (3) The molecule is Nc1ccc(S(=O)(=O)c2ccc(N)cc2)cc1. The result is 0 (non-inhibitor). (4) The compound is CN(C)c1ccc(-c2noc(C3CCN(S(=O)(=O)c4cccc(C(=O)O)c4)CC3)n2)cc1. The result is 0 (non-inhibitor). (5) The drug is CC(=O)NC1(c2cccc(F)c2)CCN(CC(=O)NC(C)C)CC1. The result is 0 (non-inhibitor).